From a dataset of Catalyst prediction with 721,799 reactions and 888 catalyst types from USPTO. Predict which catalyst facilitates the given reaction. (1) Reactant: [Cl:1][CH2:2][CH2:3][CH2:4][NH:5][CH3:6].C(N(CC)CC)C.[C:14](Cl)(=[O:17])[O:15][CH3:16].O. Product: [CH3:16][O:15][C:14](=[O:17])[N:5]([CH2:4][CH2:3][CH2:2][Cl:1])[CH3:6]. The catalyst class is: 4. (2) Reactant: [CH2:1]([O:3][C:4](=[O:18])[C:5](=[O:17])[CH:6]([CH3:16])[C:7]([CH:10]1[CH2:15][CH2:14][CH2:13][CH2:12][CH2:11]1)=[N:8]O)[CH3:2].S(=O)(=O)(O)O.C(=O)(O)[O-].[Na+]. Product: [CH2:1]([O:3][C:4]([C:5]1[O:17][N:8]=[C:7]([CH:10]2[CH2:15][CH2:14][CH2:13][CH2:12][CH2:11]2)[C:6]=1[CH3:16])=[O:18])[CH3:2]. The catalyst class is: 8. (3) Reactant: C([O:8][C:9]1[C:10]([C:16]([NH:18][CH2:19][C:20]2[CH:25]=[CH:24][C:23]([F:26])=[CH:22][CH:21]=2)=[O:17])=[N:11][C:12]([Br:15])=[CH:13][CH:14]=1)C1C=CC=CC=1.B(Br)(Br)Br.CO.C([O-])([O-])=O.[K+].[K+]. Product: [Br:15][C:12]1[N:11]=[C:10]([C:16]([NH:18][CH2:19][C:20]2[CH:25]=[CH:24][C:23]([F:26])=[CH:22][CH:21]=2)=[O:17])[C:9]([OH:8])=[CH:14][CH:13]=1. The catalyst class is: 2. (4) Product: [NH2:3][CH2:12][CH2:13][S:14]([NH:17][CH:18]1[CH2:23][CH2:22][N:21]([C:24]2[CH:29]=[CH:28][C:27]([C:30]3[C:38]4[C:33](=[CH:34][C:35]([F:39])=[CH:36][CH:37]=4)[NH:32][CH:31]=3)=[CH:26][N:25]=2)[CH2:20][CH2:19]1)(=[O:15])=[O:16]. Reactant: O=C1C2C(=CC=CC=2)C(=O)[N:3]1[CH2:12][CH2:13][S:14]([NH:17][CH:18]1[CH2:23][CH2:22][N:21]([C:24]2[CH:29]=[CH:28][C:27]([C:30]3[C:38]4[C:33](=[CH:34][C:35]([F:39])=[CH:36][CH:37]=4)[NH:32][CH:31]=3)=[CH:26][N:25]=2)[CH2:20][CH2:19]1)(=[O:16])=[O:15].O.NN. The catalyst class is: 14. (5) Reactant: [CH3:1][C:2]1([CH3:10])[CH2:9][C:7](=O)[CH2:6][C:4](=[O:5])[CH2:3]1. Product: [CH3:1][C:2]1([CH3:10])[CH2:9][CH2:7][CH2:6][C:4](=[O:5])[CH2:3]1. The catalyst class is: 45.